The task is: Predict the reaction yield, written as a fraction of the theoretical maximum amount of product (1.0 means a 100% yield; for example, 0.34 means a 34% yield).. This data is from Reaction yield outcomes from USPTO patents with 853,638 reactions. The reactants are [C:1]([O:5][C:6]([NH:8][C@@H:9]([CH2:22][CH:23]([CH3:25])[CH3:24])[CH2:10]OS(C1C=CC(C)=CC=1)(=O)=O)=[O:7])([CH3:4])([CH3:3])[CH3:2].[C:26]([O-:29])(=[S:28])[CH3:27].[K+].O. The catalyst is CN(C=O)C. The product is [C:1]([O:5][C:6]([NH:8][C@@H:9]([CH2:22][CH:23]([CH3:24])[CH3:25])[CH2:10][S:28][C:26](=[O:29])[CH3:27])=[O:7])([CH3:2])([CH3:3])[CH3:4]. The yield is 0.900.